From a dataset of Reaction yield outcomes from USPTO patents with 853,638 reactions. Predict the reaction yield, written as a fraction of the theoretical maximum amount of product (1.0 means a 100% yield; for example, 0.34 means a 34% yield). (1) The product is [Br:1][C:2]1[CH:7]=[CH:6][C:5]([C:8]2[S:9][CH:10]=[CH:11][C:12]=2[NH:13][S:28]([CH:25]([CH3:27])[CH3:26])(=[O:30])=[O:29])=[CH:4][CH:3]=1. The catalyst is ClCCl. The reactants are [Br:1][C:2]1[CH:7]=[CH:6][C:5]([C:8]2[S:9][CH:10]=[CH:11][C:12]=2[NH2:13])=[CH:4][CH:3]=1.C1CCN2C(=NCCC2)CC1.[CH:25]([S:28](Cl)(=[O:30])=[O:29])([CH3:27])[CH3:26]. The yield is 0.940. (2) The reactants are [Cl:1][C:2]1[CH:23]=[CH:22][C:5]2[N:6]([CH2:13][C:14]3[CH:19]=[CH:18][C:17]([O:20][CH3:21])=[CH:16][CH:15]=3)[C:7](=[O:12])[CH2:8][NH:9][C:10](=O)[C:4]=2[CH:3]=1.O=P(Cl)(Cl)[Cl:26]. The catalyst is C1(C)C=CC=CC=1. The product is [Cl:26][C:10]1[C:4]2[CH:3]=[C:2]([Cl:1])[CH:23]=[CH:22][C:5]=2[N:6]([CH2:13][C:14]2[CH:19]=[CH:18][C:17]([O:20][CH3:21])=[CH:16][CH:15]=2)[C:7](=[O:12])[CH2:8][N:9]=1. The yield is 0.875. (3) The product is [Cl:14][C:12]1[CH:11]=[CH:10][C:9]([CH3:15])=[C:8]([C:6]2[N:7]=[C:25]([N:24]([C:21]3[CH:22]=[CH:23][C:18]([Cl:17])=[CH:19][CH:20]=3)[CH3:26])[N:3]=[C:4]([NH2:16])[N:5]=2)[CH:13]=1. The yield is 0.220. The reactants are ClC1[N:7]=[C:6]([C:8]2[CH:13]=[C:12]([Cl:14])[CH:11]=[CH:10][C:9]=2[CH3:15])[N:5]=[C:4]([NH2:16])[N:3]=1.[Cl:17][C:18]1[CH:23]=[CH:22][C:21]([NH:24][CH3:25])=[CH:20][CH:19]=1.[CH:26](N(C(C)C)CC)(C)C. The catalyst is O1CCCC1. (4) The reactants are N1C(N)=C2C(N=CN2)=NC=1.[CH3:11][C@@H:12]([O:24]CP(O)(O)=O)[CH2:13][N:14]1[C:18]2[N:19]=[CH:20][N:21]=[C:22]([NH2:23])[C:17]=2[N:16]=[CH:15]1.CC(C)([O-])C.[Mg+2].CC(C)([O-])C.C1(=O)O[C@H](C)CO1.CS(O)(=O)=O. The catalyst is CN(C=O)C.[OH-].[Na+].C1(C)C=CC=CC=1. The product is [OH:24][C@H:12]([CH3:11])[CH2:13][N:14]1[CH:15]=[N:16][C:17]2[C:18]1=[N:19][CH:20]=[N:21][C:22]=2[NH2:23]. The yield is 0.750. (5) The reactants are [F:1][C:2]([F:14])([F:13])[O:3][C:4]1[CH:9]=[CH:8][C:7]([CH2:10][C:11]#[N:12])=[CH:6][CH:5]=1.CO. The catalyst is N.[Ni]. The product is [F:1][C:2]([F:13])([F:14])[O:3][C:4]1[CH:5]=[CH:6][C:7]([CH2:10][CH2:11][NH2:12])=[CH:8][CH:9]=1. The yield is 0.800. (6) The reactants are [C:1]([C:3]1[CH:4]=[C:5]([CH:12]=[CH:13][C:14]=1[O:15][CH:16]([CH3:18])[CH3:17])[C:6]([NH:8][CH2:9][CH2:10][OH:11])=O)#[N:2].S(Cl)(Cl)=O. The catalyst is C(Cl)Cl. The product is [O:11]1[CH2:10][CH2:9][N:8]=[C:6]1[C:5]1[CH:12]=[CH:13][C:14]([O:15][CH:16]([CH3:18])[CH3:17])=[C:3]([CH:4]=1)[C:1]#[N:2]. The yield is 0.610. (7) The reactants are [CH:1]1([CH2:6][C@H:7]([C:11]2[CH:16]=[CH:15][C:14]([S:17]([CH:20]([CH3:22])[CH3:21])(=[O:19])=[O:18])=[CH:13][CH:12]=2)[C:8](O)=[O:9])[CH2:5][CH2:4][CH2:3][CH2:2]1.C(Cl)(=O)C(Cl)=O.[NH2:29][C:30]1[CH:34]=[CH:33][N:32]([CH2:35][C:36]([CH3:39])([OH:38])[CH3:37])[N:31]=1.N1C(C)=CC=CC=1C. The catalyst is C(Cl)Cl.CN(C)C=O. The product is [CH:1]1([CH2:6][C@H:7]([C:11]2[CH:16]=[CH:15][C:14]([S:17]([CH:20]([CH3:22])[CH3:21])(=[O:18])=[O:19])=[CH:13][CH:12]=2)[C:8]([NH:29][C:30]2[CH:34]=[CH:33][N:32]([CH2:35][C:36]([OH:38])([CH3:37])[CH3:39])[N:31]=2)=[O:9])[CH2:2][CH2:3][CH2:4][CH2:5]1. The yield is 0.580.